Dataset: NCI-60 drug combinations with 297,098 pairs across 59 cell lines. Task: Regression. Given two drug SMILES strings and cell line genomic features, predict the synergy score measuring deviation from expected non-interaction effect. (1) Drug 1: CC1=C2C(C(=O)C3(C(CC4C(C3C(C(C2(C)C)(CC1OC(=O)C(C(C5=CC=CC=C5)NC(=O)OC(C)(C)C)O)O)OC(=O)C6=CC=CC=C6)(CO4)OC(=O)C)OC)C)OC. Drug 2: CC(C)(C#N)C1=CC(=CC(=C1)CN2C=NC=N2)C(C)(C)C#N. Cell line: OVCAR-8. Synergy scores: CSS=47.5, Synergy_ZIP=2.52, Synergy_Bliss=-0.353, Synergy_Loewe=-25.3, Synergy_HSA=0.273. (2) Drug 1: CN1CCC(CC1)COC2=C(C=C3C(=C2)N=CN=C3NC4=C(C=C(C=C4)Br)F)OC. Synergy scores: CSS=53.4, Synergy_ZIP=7.50, Synergy_Bliss=6.84, Synergy_Loewe=-42.4, Synergy_HSA=4.52. Drug 2: CC1=C2C(C(=O)C3(C(CC4C(C3C(C(C2(C)C)(CC1OC(=O)C(C(C5=CC=CC=C5)NC(=O)C6=CC=CC=C6)O)O)OC(=O)C7=CC=CC=C7)(CO4)OC(=O)C)O)C)OC(=O)C. Cell line: KM12. (3) Drug 1: CS(=O)(=O)C1=CC(=C(C=C1)C(=O)NC2=CC(=C(C=C2)Cl)C3=CC=CC=N3)Cl. Drug 2: CNC(=O)C1=NC=CC(=C1)OC2=CC=C(C=C2)NC(=O)NC3=CC(=C(C=C3)Cl)C(F)(F)F. Cell line: M14. Synergy scores: CSS=16.7, Synergy_ZIP=-6.08, Synergy_Bliss=-5.41, Synergy_Loewe=-25.6, Synergy_HSA=-8.33. (4) Drug 1: CC1=C2C(C(=O)C3(C(CC4C(C3C(C(C2(C)C)(CC1OC(=O)C(C(C5=CC=CC=C5)NC(=O)OC(C)(C)C)O)O)OC(=O)C6=CC=CC=C6)(CO4)OC(=O)C)OC)C)OC. Drug 2: CS(=O)(=O)OCCCCOS(=O)(=O)C. Cell line: NCI-H522. Synergy scores: CSS=22.3, Synergy_ZIP=-12.7, Synergy_Bliss=-15.1, Synergy_Loewe=-48.3, Synergy_HSA=-13.7. (5) Drug 1: C1CC(=O)NC(=O)C1N2CC3=C(C2=O)C=CC=C3N. Drug 2: C1CN1P(=S)(N2CC2)N3CC3. Cell line: EKVX. Synergy scores: CSS=3.84, Synergy_ZIP=-2.51, Synergy_Bliss=-2.97, Synergy_Loewe=-0.239, Synergy_HSA=-1.44. (6) Cell line: SK-MEL-28. Synergy scores: CSS=14.1, Synergy_ZIP=-11.0, Synergy_Bliss=-5.20, Synergy_Loewe=-17.3, Synergy_HSA=-4.07. Drug 2: CC1=C(C=C(C=C1)NC(=O)C2=CC=C(C=C2)CN3CCN(CC3)C)NC4=NC=CC(=N4)C5=CN=CC=C5. Drug 1: CCC1(CC2CC(C3=C(CCN(C2)C1)C4=CC=CC=C4N3)(C5=C(C=C6C(=C5)C78CCN9C7C(C=CC9)(C(C(C8N6C=O)(C(=O)OC)O)OC(=O)C)CC)OC)C(=O)OC)O.OS(=O)(=O)O. (7) Drug 1: CC1C(C(=O)NC(C(=O)N2CCCC2C(=O)N(CC(=O)N(C(C(=O)O1)C(C)C)C)C)C(C)C)NC(=O)C3=C4C(=C(C=C3)C)OC5=C(C(=O)C(=C(C5=N4)C(=O)NC6C(OC(=O)C(N(C(=O)CN(C(=O)C7CCCN7C(=O)C(NC6=O)C(C)C)C)C)C(C)C)C)N)C. Drug 2: C(CN)CNCCSP(=O)(O)O. Cell line: EKVX. Synergy scores: CSS=2.10, Synergy_ZIP=-1.13, Synergy_Bliss=0.812, Synergy_Loewe=0.372, Synergy_HSA=0.372.